Dataset: Catalyst prediction with 721,799 reactions and 888 catalyst types from USPTO. Task: Predict which catalyst facilitates the given reaction. (1) Reactant: [C:1]([O:5][C:6](=[O:33])[NH:7][CH2:8][CH2:9][CH2:10][N:11]1[C:20]2[CH:19]=[CH:18][C:17]([Cl:21])=[CH:16][C:15]=2[C:14]2=[N:22][N:23]([CH:26]3[CH2:31][CH2:30][CH2:29][CH2:28][O:27]3)[C:24]([CH3:25])=[C:13]2[C:12]1=[O:32])([CH3:4])([CH3:3])[CH3:2].[CH3:34]N(C=O)C.[H-].[Na+].CI. Product: [C:1]([O:5][C:6](=[O:33])[N:7]([CH2:8][CH2:9][CH2:10][N:11]1[C:20]2[CH:19]=[CH:18][C:17]([Cl:21])=[CH:16][C:15]=2[C:14]2=[N:22][N:23]([CH:26]3[CH2:31][CH2:30][CH2:29][CH2:28][O:27]3)[C:24]([CH3:25])=[C:13]2[C:12]1=[O:32])[CH3:34])([CH3:4])([CH3:2])[CH3:3]. The catalyst class is: 6. (2) Reactant: [CH3:1][O:2][C:3](=[O:14])[CH2:4][O:5][C:6]1[CH:11]=[CH:10][C:9]([Cl:12])=[C:8]([NH2:13])[CH:7]=1.C[O:16][C:17](=O)[CH:18]([CH2:23][C:24]1[CH:29]=[CH:28][C:27]([Cl:30])=[CH:26][C:25]=1[F:31])[C:19](=O)[CH2:20][CH3:21].O1CCOCC1. Product: [CH3:1][O:2][C:3](=[O:14])[CH2:4][O:5][C:6]1[CH:11]=[CH:10][C:9]([Cl:12])=[C:8]2[C:7]=1[C:17](=[O:16])[C:18]([CH2:23][C:24]1[CH:29]=[CH:28][C:27]([Cl:30])=[CH:26][C:25]=1[F:31])=[C:19]([CH2:20][CH3:21])[NH:13]2. The catalyst class is: 6. (3) Product: [OH:1][CH2:2][CH2:3][CH2:4][CH2:5][C:6]1[CH:7]=[C:8]2[C:13](=[C:14]([CH2:16][CH2:17][CH2:18][CH2:19][OH:20])[CH:15]=1)[O:12][C:11](=[O:21])[C:10]([C:22]1[CH:23]=[CH:24][C:25]([OH:28])=[CH:26][CH:27]=1)=[CH:9]2. Reactant: [OH:1][CH2:2][CH2:3][CH2:4][CH2:5][C:6]1[CH:7]=[C:8]2[C:13](=[C:14]([CH2:16][CH2:17][CH2:18][CH2:19][OH:20])[CH:15]=1)[O:12][C:11](=[O:21])[C:10]([C:22]1[CH:27]=[CH:26][C:25]([O:28]C)=[CH:24][CH:23]=1)=[CH:9]2.B(Br)(Br)Br. The catalyst class is: 4. (4) Reactant: [O:1]1[CH2:6][CH2:5][N:4]([CH2:7][CH2:8][O:9][CH:10]2[CH2:15][CH2:14][N:13](C(OC(C)(C)C)=O)[CH2:12][CH2:11]2)[CH2:3][CH2:2]1.C(Cl)[Cl:24]. Product: [ClH:24].[NH:13]1[CH2:12][CH2:11][CH:10]([O:9][CH2:8][CH2:7][N:4]2[CH2:5][CH2:6][O:1][CH2:2][CH2:3]2)[CH2:15][CH2:14]1. The catalyst class is: 12. (5) Reactant: Cl[C:2]1[N:6]=[C:5]([C:7]2[CH:8]=[C:9]3[C:13](=[CH:14][CH:15]=2)[NH:12][CH:11]=[CH:10]3)[S:4][N:3]=1.[CH3:16][O:17][C:18]1[CH:25]=[CH:24][C:21]([CH2:22][NH2:23])=[CH:20][CH:19]=1. Product: [NH:12]1[C:13]2[C:9](=[CH:8][C:7]([C:5]3[S:4][N:3]=[C:2]([NH:23][CH2:22][C:21]4[CH:24]=[CH:25][C:18]([O:17][CH3:16])=[CH:19][CH:20]=4)[N:6]=3)=[CH:15][CH:14]=2)[CH:10]=[CH:11]1. The catalyst class is: 16. (6) Reactant: [CH3:1][O:2][C:3]1[CH:4]=[C:5]2[C:10](=[CH:11][C:12]=1[O:13][CH2:14][C:15]1([NH:18]C(=O)OCC3C=CC(OC)=CC=3)[CH2:17][CH2:16]1)[N:9]=[CH:8][CH:7]=[C:6]2[O:31][C:32]1[CH:41]=[CH:40][C:39]2[C:34](=[CH:35][CH:36]=[CH:37][C:38]=2[C:42](=[O:45])[NH:43][CH3:44])[CH:33]=1.O.[OH-].[Na+]. Product: [NH2:18][C:15]1([CH2:14][O:13][C:12]2[CH:11]=[C:10]3[C:5]([C:6]([O:31][C:32]4[CH:33]=[C:34]5[C:39](=[CH:40][CH:41]=4)[C:38]([C:42]([NH:43][CH3:44])=[O:45])=[CH:37][CH:36]=[CH:35]5)=[CH:7][CH:8]=[N:9]3)=[CH:4][C:3]=2[O:2][CH3:1])[CH2:16][CH2:17]1. The catalyst class is: 10.